This data is from Reaction yield outcomes from USPTO patents with 853,638 reactions. The task is: Predict the reaction yield, written as a fraction of the theoretical maximum amount of product (1.0 means a 100% yield; for example, 0.34 means a 34% yield). (1) The catalyst is CS(C)=O. The yield is 0.460. The reactants are Cl[C:2]1[C:31]([N+:32]([O-:34])=[O:33])=[CH:30][CH:29]=[CH:28][C:3]=1[C:4]([NH:6][C:7]1[C:12]([Br:13])=[CH:11][C:10]([C:14]([F:26])([C:19]([F:25])([F:24])[C:20]([F:23])([F:22])[F:21])[C:15]([F:18])([F:17])[F:16])=[CH:9][C:8]=1[Br:27])=[O:5].[F-:35].[K+]. The product is [Br:27][C:8]1[CH:9]=[C:10]([C:14]([F:26])([C:19]([F:25])([F:24])[C:20]([F:23])([F:22])[F:21])[C:15]([F:18])([F:17])[F:16])[CH:11]=[C:12]([Br:13])[C:7]=1[NH:6][C:4](=[O:5])[C:3]1[CH:28]=[CH:29][CH:30]=[C:31]([N+:32]([O-:34])=[O:33])[C:2]=1[F:35]. (2) The reactants are [Cl:1][C:2]1[N:3]([CH2:10][C@:11]([OH:15])([CH3:14])[CH2:12][OH:13])[CH:4]=[C:5]([N+:7]([O-:9])=[O:8])[N:6]=1.[CH3:16][S:17](Cl)(=[O:19])=[O:18].Cl. The catalyst is N1C=CC=CC=1. The product is [Cl:1][C:2]1[N:3]([CH2:10][C@:11]([OH:15])([CH3:14])[CH2:12][O:13][S:17]([CH3:16])(=[O:19])=[O:18])[CH:4]=[C:5]([N+:7]([O-:9])=[O:8])[N:6]=1. The yield is 0.810. (3) The reactants are [CH3:1][C:2]1[O:3][C:4]([CH3:10])=[CH:5][C:6]=1[C:7]([OH:9])=[O:8].C(=O)([O-])[O-].[K+].[K+].[CH3:17][O:18][CH2:19][CH2:20][O:21][CH2:22]Cl. The catalyst is CN(C=O)C.O. The product is [CH3:17][O:18][CH2:19][CH2:20][O:21][CH2:22][O:8][C:7]([C:6]1[CH:5]=[C:4]([CH3:10])[O:3][C:2]=1[CH3:1])=[O:9]. The yield is 0.820. (4) The reactants are [Na].Cl.[CH2:3]([NH:6][C:7]([NH2:9])=[NH:8])[CH2:4][CH3:5].[CH3:10][O:11][CH2:12][CH2:13][CH2:14][O:15][C:16]1[CH:21]=[C:20]([C:22]([CH3:30])([CH3:29])[CH2:23][C:24]([O:26]CC)=O)[CH:19]=[CH:18][C:17]=1[C:31]1[CH:36]=[CH:35][C:34]([C:37]([N:39]2[CH2:44][CH2:43][N:42]([CH3:45])[CH2:41][CH2:40]2)=[O:38])=[CH:33][CH:32]=1.[Cl:46]CCl.[Cl-].[Na+].O. The catalyst is C(O)C.CN(C=O)C. The product is [ClH:46].[NH:8]=[C:7]([NH:6][CH2:3][CH2:4][CH3:5])[NH:9][C:24](=[O:26])[CH2:23][C:22]([C:20]1[CH:19]=[CH:18][C:17]([C:31]2[CH:36]=[CH:35][C:34]([C:37]([N:39]3[CH2:40][CH2:41][N:42]([CH3:45])[CH2:43][CH2:44]3)=[O:38])=[CH:33][CH:32]=2)=[C:16]([O:15][CH2:14][CH2:13][CH2:12][O:11][CH3:10])[CH:21]=1)([CH3:29])[CH3:30]. The yield is 0.350. (5) The reactants are [Br:1][C:2]1[CH:7]=[CH:6][N:5]2[N:8]=[CH:9][C:10](C(OCC)=O)=[C:4]2[CH:3]=1.[OH-].[Na+]. The catalyst is OS(O)(=O)=O. The product is [Br:1][C:2]1[CH:7]=[CH:6][N:5]2[N:8]=[CH:9][CH:10]=[C:4]2[CH:3]=1. The yield is 0.600. (6) The reactants are [NH2:1][C:2]([NH2:4])=[S:3].[C:5]([CH:8]([CH2:13][C:14]([O:16]C)=[O:15])[C:9](OC)=[O:10])(=O)[CH3:6].C[O-].[Na+]. The catalyst is CO. The product is [CH3:6][C:5]1[NH:4][C:2](=[S:3])[NH:1][C:9](=[O:10])[C:8]=1[CH2:13][C:14]([OH:16])=[O:15]. The yield is 0.730. (7) The reactants are Br[C:2]1[N:6]2[CH2:7][CH2:8][N:9]([CH3:11])[CH2:10][C:5]2=[C:4]([C:12]([NH:14][C@@H:15]([C:20]([CH3:23])([CH3:22])[CH3:21])[C:16]([NH:18][CH3:19])=[O:17])=[O:13])[N:3]=1.CC(C)(C)[C@H](NC(C1N=C(C#CC2C=CC=CC=2)N2CCN(C)CC=12)=O)C(NC)=O.C[Si](Cl)(C)C.C([Mg]Cl)(C)C.[CH:64](=[O:71])[C:65]1[CH:70]=[CH:69][CH:68]=[CH:67][CH:66]=1. The catalyst is C1COCC1. The product is [CH3:21][C:20]([CH3:23])([CH3:22])[C@H:15]([NH:14][C:12]([C:4]1[N:3]=[C:2]([CH:64]([OH:71])[C:65]2[CH:70]=[CH:69][CH:68]=[CH:67][CH:66]=2)[N:6]2[CH2:7][CH2:8][N:9]([CH3:11])[CH2:10][C:5]=12)=[O:13])[C:16]([NH:18][CH3:19])=[O:17]. The yield is 0.180.